Dataset: Forward reaction prediction with 1.9M reactions from USPTO patents (1976-2016). Task: Predict the product of the given reaction. Given the reactants [CH:1]([C:4]1[NH:5][CH:6]=[C:7]([C:9]2[CH:10]=[C:11]([CH3:15])[CH:12]=[CH:13][CH:14]=2)[N:8]=1)([CH3:3])[CH3:2].[Br:16]N1C(=O)CCC1=O, predict the reaction product. The product is: [Br:16][C:6]1[NH:5][C:4]([CH:1]([CH3:3])[CH3:2])=[N:8][C:7]=1[C:9]1[CH:10]=[C:11]([CH3:15])[CH:12]=[CH:13][CH:14]=1.